This data is from Catalyst prediction with 721,799 reactions and 888 catalyst types from USPTO. The task is: Predict which catalyst facilitates the given reaction. (1) Reactant: C(=O)([O-])[O-].[K+].[K+].F[C:8]1[CH:13]=[CH:12][C:11]([F:14])=[CH:10][C:9]=1[N+:15]([O-:17])=[O:16].[OH:18][C:19]1[CH:23]=[C:22]([CH3:24])[NH:21][N:20]=1.Cl. Product: [F:14][C:11]1[CH:12]=[CH:13][C:8]([O:18][C:19]2[CH:23]=[C:22]([CH3:24])[NH:21][N:20]=2)=[C:9]([N+:15]([O-:17])=[O:16])[CH:10]=1. The catalyst class is: 3. (2) Reactant: [S:1]([N:11]1[C:15]2[N:16]=[CH:17][C:18]3[N:19]([CH:20]=[N:21][C:22]=3[C:23]3[CH:28]=[CH:27][C:26]([OH:29])=[CH:25][CH:24]=3)[C:14]=2[CH:13]=[CH:12]1)([C:4]1[CH:10]=[CH:9][C:7]([CH3:8])=[CH:6][CH:5]=1)(=[O:3])=[O:2].C1C=CC(P(C2C=CC=CC=2)C2C=CC=CC=2)=CC=1.CC(OC(/N=N/C(OC(C)C)=O)=O)C.O[CH:64]1[CH2:68][CH2:67][N:66]([C:69]([O:71][C:72]([CH3:75])([CH3:74])[CH3:73])=[O:70])[CH2:65]1. Product: [S:1]([N:11]1[C:15]2[N:16]=[CH:17][C:18]3[N:19]([CH:20]=[N:21][C:22]=3[C:23]3[CH:28]=[CH:27][C:26]([O:29][CH:68]4[CH2:64][CH2:65][N:66]([C:69]([O:71][C:72]([CH3:75])([CH3:74])[CH3:73])=[O:70])[CH2:67]4)=[CH:25][CH:24]=3)[C:14]=2[CH:13]=[CH:12]1)([C:4]1[CH:5]=[CH:6][C:7]([CH3:8])=[CH:9][CH:10]=1)(=[O:2])=[O:3]. The catalyst class is: 1. (3) Reactant: [CH3:1][O:2][C:3]([C@H:5]1[CH2:10][CH2:9][C@H:8]([CH2:11][N:12]2[C:16]3[CH:17]=[C:18]([C:21]([F:24])([F:23])[F:22])[CH:19]=[CH:20][C:15]=3[NH:14][C:13]2=[O:25])[CH2:7][CH2:6]1)=[O:4].[H-].[Na+].[CH3:28]I.O. Product: [CH3:1][O:2][C:3]([C@H:5]1[CH2:10][CH2:9][C@H:8]([CH2:11][N:12]2[C:16]3[CH:17]=[C:18]([C:21]([F:24])([F:22])[F:23])[CH:19]=[CH:20][C:15]=3[N:14]([CH3:28])[C:13]2=[O:25])[CH2:7][CH2:6]1)=[O:4]. The catalyst class is: 3. (4) Reactant: C(OC([N:8]1[CH2:14][CH2:13][C:12]2[C:15]([CH2:20][S:21][C:22]3[S:23][CH2:24][CH2:25][N:26]=3)=[C:16]([Cl:19])[CH:17]=[CH:18][C:11]=2[CH2:10][CH2:9]1)=O)(C)(C)C.FC(F)(F)C(O)=O. Product: [Cl:19][C:16]1[CH:17]=[CH:18][C:11]2[CH2:10][CH2:9][NH:8][CH2:14][CH2:13][C:12]=2[C:15]=1[CH2:20][S:21][C:22]1[S:23][CH2:24][CH2:25][N:26]=1. The catalyst class is: 2.